Task: Predict which catalyst facilitates the given reaction.. Dataset: Catalyst prediction with 721,799 reactions and 888 catalyst types from USPTO (1) Reactant: [Cl:1][C:2]1[N:6]=[C:5](Cl)[S:4][N:3]=1.[CH3:8][O:9][C:10]1[CH:15]=[CH:14][CH:13]=[CH:12][C:11]=1B(O)O.C([O-])([O-])=O.[K+].[K+].CC#N. Product: [Cl:1][C:2]1[N:6]=[C:5]([C:11]2[CH:12]=[CH:13][CH:14]=[CH:15][C:10]=2[O:9][CH3:8])[S:4][N:3]=1. The catalyst class is: 257. (2) Reactant: [OH:1][N:2]1[C:6](=[O:7])[C:5]2=[CH:8][CH:9]=[CH:10][CH:11]=[C:4]2[C:3]1=[O:12].C1(P(C2C=CC=CC=2)C2C=CC=CC=2)C=CC=CC=1.[C:32]([O:36][C:37](=[O:50])[NH:38][C:39]([C:41]1[N:42]=[C:43]([O:46][CH2:47][CH2:48]O)[S:44][CH:45]=1)=[NH:40])([CH3:35])([CH3:34])[CH3:33].N(C(OCC)=O)=NC(OCC)=O. The catalyst class is: 7. Product: [C:32]([O:36][C:37](=[O:50])[NH:38][C:39]([C:41]1[N:42]=[C:43]([O:46][CH2:47][CH2:48][O:1][N:2]2[C:3](=[O:12])[C:4]3[C:5](=[CH:8][CH:9]=[CH:10][CH:11]=3)[C:6]2=[O:7])[S:44][CH:45]=1)=[NH:40])([CH3:35])([CH3:34])[CH3:33]. (3) Reactant: [Cl:1][C:2]1[CH:27]=[CH:26][C:5]([CH2:6][N:7]2[C:12](=[O:13])[C:11](Br)=[N:10][N:9]([C:15]3[CH:16]=[C:17]([NH:21][C:22](=[O:24])[CH3:23])[CH:18]=[CH:19][CH:20]=3)[C:8]2=[O:25])=[CH:4][CH:3]=1.[CH3:28][O-:29].[Na+]. Product: [Cl:1][C:2]1[CH:27]=[CH:26][C:5]([CH2:6][N:7]2[C:12](=[O:13])[C:11]([O:29][CH3:28])=[N:10][N:9]([C:15]3[CH:16]=[C:17]([NH:21][C:22](=[O:24])[CH3:23])[CH:18]=[CH:19][CH:20]=3)[C:8]2=[O:25])=[CH:4][CH:3]=1. The catalyst class is: 5. (4) Reactant: [CH3:1][C@@H:2]1[CH2:6][CH2:5][CH2:4][NH:3]1.C(=O)([O-])[O-].[Cs+].[Cs+].Cl[CH2:14][CH2:15][O:16][C:17]1[CH:22]=[CH:21][C:20]([I:23])=[CH:19][CH:18]=1. Product: [I:23][C:20]1[CH:21]=[CH:22][C:17]([O:16][CH2:15][CH2:14][N:3]2[CH2:4][CH2:5][CH2:6][C@H:2]2[CH3:1])=[CH:18][CH:19]=1. The catalyst class is: 10. (5) Reactant: [CH3:1][C:2]1[CH:7]=[CH:6][CH:5]=[CH:4][C:3]=1[N:8]1[CH2:13][CH2:12][NH:11][CH2:10][C:9]1=[O:14].C(N(C(C)C)C(C)C)C.[Cl:24][C:25]1[CH:33]=[C:32]([F:34])[CH:31]=[CH:30][C:26]=1[C:27](Cl)=[O:28].C(O)(=O)CC(CC(O)=O)(C(O)=O)O. The catalyst class is: 4. Product: [Cl:24][C:25]1[CH:33]=[C:32]([F:34])[CH:31]=[CH:30][C:26]=1[C:27]([N:11]1[CH2:12][CH2:13][N:8]([C:3]2[CH:4]=[CH:5][CH:6]=[CH:7][C:2]=2[CH3:1])[C:9](=[O:14])[CH2:10]1)=[O:28]. (6) Reactant: [Cl:1][C:2]1[CH:8]=[C:7]([O:9][CH3:10])[CH:6]=[CH:5][C:3]=1[NH2:4].N([O-])=O.[Na+].[N-:15]=[N+:16]=[N-].[Na+].[OH-].[Na+]. Product: [N:4]([C:3]1[CH:5]=[CH:6][C:7]([O:9][CH3:10])=[CH:8][C:2]=1[Cl:1])=[N+:15]=[N-:16]. The catalyst class is: 86.